Dataset: Catalyst prediction with 721,799 reactions and 888 catalyst types from USPTO. Task: Predict which catalyst facilitates the given reaction. Product: [CH:31]([O:33][C:2]1[CH:7]=[CH:6][C:5]([C:8]2[O:12][N:11]=[C:10]([C:13]3[CH:21]=[CH:20][CH:19]=[C:18]4[C:14]=3[CH:15]=[CH:16][N:17]4[CH2:22][C:23]([NH2:25])=[O:24])[N:9]=2)=[CH:4][C:3]=1[C:26]([F:27])([F:29])[F:28])([CH3:32])[CH3:30]. Reactant: F[C:2]1[CH:7]=[CH:6][C:5]([C:8]2[O:12][N:11]=[C:10]([C:13]3[CH:21]=[CH:20][CH:19]=[C:18]4[C:14]=3[CH:15]=[CH:16][N:17]4[CH2:22][C:23]([NH2:25])=[O:24])[N:9]=2)=[CH:4][C:3]=1[C:26]([F:29])([F:28])[F:27].[CH3:30][CH:31]([OH:33])[CH3:32].[H-].[Na+].O. The catalyst class is: 3.